The task is: Predict the product of the given reaction.. This data is from Forward reaction prediction with 1.9M reactions from USPTO patents (1976-2016). (1) Given the reactants [Cl:1][C:2]1[N:10]=[C:9]2[C:5]([N:6]=[C:7]([CH2:12][CH:13]=O)[N:8]2[CH3:11])=[C:4]([N:15]2[CH2:20][CH2:19][O:18][CH2:17][CH2:16]2)[N:3]=1.[CH3:21][C:22]1([OH:26])[CH2:25][NH:24][CH2:23]1.C(O[BH-](OC(=O)C)OC(=O)C)(=O)C.[Na+], predict the reaction product. The product is: [Cl:1][C:2]1[N:10]=[C:9]2[C:5]([N:6]=[C:7]([CH2:12][CH2:13][N:24]3[CH2:25][C:22]([CH3:21])([OH:26])[CH2:23]3)[N:8]2[CH3:11])=[C:4]([N:15]2[CH2:20][CH2:19][O:18][CH2:17][CH2:16]2)[N:3]=1. (2) Given the reactants [Cl:1][C:2]1[CH:11]=[CH:10][C:5]([C:6]([O:8]C)=[O:7])=[CH:4][C:3]=1[C:12]#[N:13].O.[OH-].[Li+].O, predict the reaction product. The product is: [Cl:1][C:2]1[CH:11]=[CH:10][C:5]([C:6]([OH:8])=[O:7])=[CH:4][C:3]=1[C:12]#[N:13]. (3) Given the reactants [F:1][C:2]1[CH:3]=[C:4]([CH:8]=[CH:9][C:10]=1[C:11]([O:13][CH3:14])=[O:12])[C:5](O)=[O:6].O[N:16]1C2C=CC=CC=2N=[N:17]1.Cl.CN(C)CCCN=C=NCC.O.NN, predict the reaction product. The product is: [F:1][C:2]1[CH:3]=[C:4]([C:5]([NH:16][NH2:17])=[O:6])[CH:8]=[CH:9][C:10]=1[C:11]([O:13][CH3:14])=[O:12]. (4) Given the reactants [CH3:1][O:2][C:3]1[CH:4]=[C:5]([CH:30]=[C:31]([O:34][CH3:35])[C:32]=1[CH3:33])[C:6]([NH:8][CH2:9][C:10]1[CH:15]=[CH:14][C:13]([C:16]2[N:20]=[C:19]([CH3:21])[O:18][N:17]=2)=[CH:12][C:11]=1[N:22](C)[C:23](=O)C(F)(F)F)=[O:7].C(=O)([O-])[O-].[K+].[K+], predict the reaction product. The product is: [CH3:35][O:34][C:31]1[CH:30]=[C:5]([CH:4]=[C:3]([O:2][CH3:1])[C:32]=1[CH3:33])[C:6]([NH:8][CH2:9][C:10]1[CH:15]=[CH:14][C:13]([C:16]2[N:20]=[C:19]([CH3:21])[O:18][N:17]=2)=[CH:12][C:11]=1[NH:22][CH3:23])=[O:7]. (5) Given the reactants [CH3:1][C:2]1[O:3][C:4]2[CH:10]=[C:9](C(O)=O)[CH:8]=[CH:7][C:5]=2[N:6]=1.C([N:16]([CH2:19]C)CC)C.C1(P(N=[N+]=[N-])(C2C=CC=CC=2)=[O:28])C=CC=CC=1.[NH2:38][C:39]1[C:48]2[C:43](=[CH:44][CH:45]=[CH:46][N:47]=2)[N:42]=[CH:41][CH:40]=1, predict the reaction product. The product is: [CH3:1][C:2]1[O:3][C:4]2[CH:10]=[C:9]([NH:16][C:19]([NH:38][C:39]3[C:48]4[C:43](=[CH:44][CH:45]=[CH:46][N:47]=4)[N:42]=[CH:41][CH:40]=3)=[O:28])[CH:8]=[CH:7][C:5]=2[N:6]=1. (6) Given the reactants [C:1](N1C=CC=CC1=O)(N1C=CC=CC1=O)=[S:2].[CH3:17][O:18][C:19]1[CH:20]=[C:21]2[C:26](=[CH:27][C:28]=1[O:29][CH3:30])[CH:25]=[N:24][C:23]([NH2:31])=[CH:22]2.C(OCC)(=O)C, predict the reaction product. The product is: [N:31]([C:23]1[N:24]=[CH:25][C:26]2[C:21]([CH:22]=1)=[CH:20][C:19]([O:18][CH3:17])=[C:28]([O:29][CH3:30])[CH:27]=2)=[C:1]=[S:2]. (7) Given the reactants [NH:1]1[C:9]2[C:4](=[CH:5][CH:6]=[CH:7][CH:8]=2)[CH2:3][C:2]1=[O:10].[N+:11]([O-])([OH:13])=[O:12], predict the reaction product. The product is: [N+:11]([C:6]1[CH:7]=[CH:8][C:9]2[C:4](=[CH:3][C:2](=[O:10])[N:1]=2)[CH:5]=1)([O-:13])=[O:12]. (8) Given the reactants [I-].[CH:2]([P+](C1C=CC=CC=1)(C1C=CC=CC=1)C1C=CC=CC=1)([CH3:4])[CH3:3].C([Li])CCC.[CH3:29][O:30][C:31]([C:33]1[CH:38]=[CH:37][C:36]([CH:39]=O)=[CH:35][CH:34]=1)=[O:32].[Cl-].[NH4+], predict the reaction product. The product is: [CH3:3][C:2]([CH3:4])=[CH:39][C:36]1[CH:37]=[CH:38][C:33]([C:31]([O:30][CH3:29])=[O:32])=[CH:34][CH:35]=1.